This data is from Full USPTO retrosynthesis dataset with 1.9M reactions from patents (1976-2016). The task is: Predict the reactants needed to synthesize the given product. (1) Given the product [CH3:6][CH2:5][CH2:4][CH2:3][CH2:2][CH2:1][O:7][C:8](/[N:10]=[C:11](\[NH2:12])/[C:13]1[CH:14]=[CH:15][C:16]([NH:19][CH2:20][C:21]2[N:63]([CH3:65])[C:62]3[CH:61]=[CH:60][C:53]([C:54]([N:30]([C:31]4[CH:36]=[CH:35][CH:34]=[CH:33][N:32]=4)[CH2:29][CH2:28][C:27]([O:26][CH2:24][CH3:25])=[O:48])=[O:67])=[CH:52][C:51]=3[N:50]=2)=[CH:17][CH:18]=1)=[O:9], predict the reactants needed to synthesize it. The reactants are: [CH2:1]([O:7][C:8]([NH:10][C:11]([C:13]1[CH:18]=[CH:17][C:16]([NH:19][CH2:20][C:21](O)=O)=[CH:15][CH:14]=1)=[NH:12])=[O:9])[CH2:2][CH2:3][CH2:4][CH2:5][CH3:6].[CH2:24]([O:26][C:27](=[O:48])[CH2:28][CH2:29][NH:30][C:31]1[CH:36]=[C:35](C(=O)C2C=CC(NC)=C(N)C=2)[CH:34]=[CH:33][N:32]=1)[CH3:25].C[N:50]1[CH2:54][CH2:53][CH2:52][CH2:51]1.CCN=C=N[CH2:60][CH2:61][CH2:62][N:63]([CH3:65])C.Cl.[OH2:67]. (2) Given the product [Br:1][C:2]1[CH:11]=[C:10]2[C:5]([CH:6]=[CH:7][C:8]([NH:12][C:17]([NH:33][CH2:32][CH2:31][C:25]3[CH:30]=[CH:29][CH:28]=[CH:27][CH:26]=3)=[O:23])=[N:9]2)=[N:4][CH:3]=1, predict the reactants needed to synthesize it. The reactants are: [Br:1][C:2]1[CH:11]=[C:10]2[C:5]([CH:6]=[CH:7][C:8]([NH2:12])=[N:9]2)=[N:4][CH:3]=1.ClC(Cl)(O[C:17](=[O:23])OC(Cl)(Cl)Cl)Cl.[C:25]1([CH2:31][CH2:32][NH2:33])[CH:30]=[CH:29][CH:28]=[CH:27][CH:26]=1.O.